From a dataset of Reaction yield outcomes from USPTO patents with 853,638 reactions. Predict the reaction yield, written as a fraction of the theoretical maximum amount of product (1.0 means a 100% yield; for example, 0.34 means a 34% yield). (1) The reactants are C([Li])CCC.C(NC(C)C)(C)C.[F:13][C:14]1[CH:19]=[CH:18][CH:17]=[CH:16][N:15]=1.CN(C)[CH:22]=[O:23]. The catalyst is C1COCC1. The product is [F:13][C:14]1[N:15]=[CH:16][CH:17]=[CH:18][C:19]=1[CH:22]=[O:23]. The yield is 0.450. (2) The reactants are C[O:2][C:3](=[O:24])/[C:4](/[C:11]1[CH:16]=[CH:15][C:14]([N:17]2[C:21]([CH3:22])=[N:20][N:19]=[N:18]2)=[C:13]([F:23])[CH:12]=1)=[CH:5]/[CH:6]1[CH2:10][CH2:9][CH2:8][CH2:7]1.[OH-].[Na+]. The catalyst is C(O)C. The product is [CH:6]1(/[CH:5]=[C:4](\[C:11]2[CH:16]=[CH:15][C:14]([N:17]3[C:21]([CH3:22])=[N:20][N:19]=[N:18]3)=[C:13]([F:23])[CH:12]=2)/[C:3]([OH:24])=[O:2])[CH2:10][CH2:9][CH2:8][CH2:7]1. The yield is 1.00. (3) The reactants are C1COCC1.[O:6]([C:13]1[CH:14]=[C:15]([N:19]([CH2:27][C:28]2[CH:33]=[CH:32][CH:31]=[C:30](Br)[CH:29]=2)[CH2:20][CH:21]([OH:26])[C:22]([F:25])([F:24])[F:23])[CH:16]=[CH:17][CH:18]=1)[C:7]1[CH:12]=[CH:11][CH:10]=[CH:9][CH:8]=1.[CH2:35]([Mg]Br)[C:36]1[CH:41]=[CH:40][CH:39]=[CH:38][CH:37]=1.[NH4+].[Cl-]. The catalyst is C1C=CC([P]([Pd]([P](C2C=CC=CC=2)(C2C=CC=CC=2)C2C=CC=CC=2)([P](C2C=CC=CC=2)(C2C=CC=CC=2)C2C=CC=CC=2)[P](C2C=CC=CC=2)(C2C=CC=CC=2)C2C=CC=CC=2)(C2C=CC=CC=2)C2C=CC=CC=2)=CC=1.CCO. The product is [O:6]([C:13]1[CH:14]=[C:15]([N:19]([CH2:27][C:28]2[CH:33]=[CH:32][CH:31]=[C:30]([CH2:35][C:36]3[CH:41]=[CH:40][CH:39]=[CH:38][CH:37]=3)[CH:29]=2)[CH2:20][CH:21]([OH:26])[C:22]([F:25])([F:24])[F:23])[CH:16]=[CH:17][CH:18]=1)[C:7]1[CH:12]=[CH:11][CH:10]=[CH:9][CH:8]=1. The yield is 0.620. (4) The reactants are C([O-])([O-])=O.[K+].[K+].[CH2:7]([SH:10])[CH2:8][CH3:9].Cl[C:12]1[C:21]([C:22]([NH:24][CH2:25][C:26]2[CH:31]=[CH:30][CH:29]=[C:28]([F:32])[CH:27]=2)=[O:23])=[C:20]([CH3:33])[C:19]2[C:14](=[CH:15][C:16]([C:34]([F:37])([F:36])[F:35])=[CH:17][CH:18]=2)[N:13]=1.CCCCCC. The catalyst is CN(C=O)C.O. The product is [F:32][C:28]1[CH:27]=[C:26]([CH2:25][NH:24][C:22]([C:21]2[C:12]([S:10][CH2:7][CH2:8][CH3:9])=[N:13][C:14]3[C:19]([C:20]=2[CH3:33])=[CH:18][CH:17]=[C:16]([C:34]([F:37])([F:36])[F:35])[CH:15]=3)=[O:23])[CH:31]=[CH:30][CH:29]=1. The yield is 0.670. (5) The reactants are [N+:1]([C:4]1[CH:5]=[CH:6][C:7]([NH:10][C:11](=[O:17])[O:12][C:13]([CH3:16])([CH3:15])[CH3:14])=[N:8][CH:9]=1)([O-:3])=[O:2].[H-].[Na+].[CH3:20]I.O. The catalyst is CN(C=O)C. The product is [CH3:20][N:10]([C:7]1[CH:6]=[CH:5][C:4]([N+:1]([O-:3])=[O:2])=[CH:9][N:8]=1)[C:11](=[O:17])[O:12][C:13]([CH3:14])([CH3:16])[CH3:15]. The yield is 0.990. (6) The reactants are [Cl:1][C:2]1[CH:7]=[CH:6][C:5]([CH:8]([NH:21][CH2:22][C:23]2[CH:28]=[CH:27][C:26]([O:29][CH3:30])=[CH:25][CH:24]=2)[C:9]2[C:10]([CH3:20])=[N:11][N:12]([CH:17]3[CH2:19][CH2:18]3)[C:13]=2[C:14]([O-:16])=[O:15])=[CH:4][CH:3]=1.O[Li].O. The catalyst is O1CCOCC1.O. The product is [Cl:1][C:2]1[CH:7]=[CH:6][C:5]([CH:8]([NH:21][CH2:22][C:23]2[CH:24]=[CH:25][C:26]([O:29][CH3:30])=[CH:27][CH:28]=2)[C:9]2[C:10]([CH3:20])=[N:11][N:12]([CH:17]3[CH2:18][CH2:19]3)[C:13]=2[C:14]([OH:16])=[O:15])=[CH:4][CH:3]=1. The yield is 0.940.